From a dataset of Full USPTO retrosynthesis dataset with 1.9M reactions from patents (1976-2016). Predict the reactants needed to synthesize the given product. (1) Given the product [Br:3][C:4]1[CH:13]=[CH:12][C:11]2[C:6](=[CH:7][CH:8]=[C:9]([O:14][CH3:16])[CH:10]=2)[CH:5]=1, predict the reactants needed to synthesize it. The reactants are: [H-].[Na+].[Br:3][C:4]1[CH:5]=[C:6]2[C:11](=[CH:12][CH:13]=1)[CH:10]=[C:9]([OH:14])[CH:8]=[CH:7]2.I[CH3:16].[OH-].[Na+]. (2) Given the product [Cl:3][C:4]1[CH:26]=[C:25]([C:27]([NH:29][CH2:30][C:31]2[CH:39]=[CH:38][CH:37]=[C:36]3[C:32]=2[CH:33]=[N:34][N:35]3[CH:40]2[CH2:45][CH2:44][CH2:43][CH2:42][O:41]2)=[O:28])[CH:24]=[CH:23][C:5]=1[C:6]([NH:8][C@H:9]([C:19]([OH:21])=[O:20])[CH2:10][NH:11][C:12]([C:14]1[S:15][CH:16]=[CH:17][CH:18]=1)=[O:13])=[O:7], predict the reactants needed to synthesize it. The reactants are: [OH-].[Na+].[Cl:3][C:4]1[CH:26]=[C:25]([C:27]([NH:29][CH2:30][C:31]2[CH:39]=[CH:38][CH:37]=[C:36]3[C:32]=2[CH:33]=[N:34][N:35]3[CH:40]2[CH2:45][CH2:44][CH2:43][CH2:42][O:41]2)=[O:28])[CH:24]=[CH:23][C:5]=1[C:6]([NH:8][C@H:9]([C:19]([O:21]C)=[O:20])[CH2:10][NH:11][C:12]([C:14]1[S:15][CH:16]=[CH:17][CH:18]=1)=[O:13])=[O:7]. (3) Given the product [Cl:23][C:24]1[CH:25]=[C:26](/[CH:30]=[CH:31]/[C:32](=[C:69]2[CH2:70][CH2:71][N:66]([C:64]3[C:63]([N+:73]([O-:75])=[O:74])=[CH:62][CH:61]=[C:60]([CH3:59])[N:65]=3)[CH2:67][CH2:68]2)[CH3:33])[CH:27]=[CH:28][CH:29]=1, predict the reactants needed to synthesize it. The reactants are: C(OC(N1CCC(=C/C=C/C2C=CC=CC=2)CC1)=O)(C)(C)C.[Cl:23][C:24]1[CH:29]=[CH:28][CH:27]=[C:26](/[CH:30]=[CH:31]/[CH:32](P(OCC)(OCC)=O)[CH3:33])[CH:25]=1.C(P(=O)(OCC)OCC)C=CC1C=CC=CC=1.[CH3:59][C:60]1[N:65]=[C:64]([N:66]2[CH2:71][CH2:70][C:69](=O)[CH2:68][CH2:67]2)[C:63]([N+:73]([O-:75])=[O:74])=[CH:62][CH:61]=1. (4) Given the product [Br:7][C:5]1[N:6]=[C:2]([C:13](=[O:15])[CH3:14])[S:3][CH:4]=1, predict the reactants needed to synthesize it. The reactants are: Br[C:2]1[S:3][CH:4]=[C:5]([Br:7])[N:6]=1.[Li]CCCC.[C:13](N1CCOCC1)(=[O:15])[CH3:14]. (5) Given the product [F:14][C:9]1[CH:10]=[CH:11][CH:12]=[C:13]2[C:8]=1[N:7]([CH2:15][CH2:16][O:17][C:18]([F:20])([F:21])[F:19])[CH:6]=[C:5]2[C:3]([OH:4])=[O:2], predict the reactants needed to synthesize it. The reactants are: C[O:2][C:3]([C:5]1[C:13]2[C:8](=[C:9]([F:14])[CH:10]=[CH:11][CH:12]=2)[N:7]([CH2:15][CH2:16][O:17][C:18]([F:21])([F:20])[F:19])[CH:6]=1)=[O:4]. (6) Given the product [Br:8][C:6]1[CH:5]=[N:4][CH:3]=[C:2]([N:23]2[N:24]=[CH:25][CH:26]=[N:22]2)[CH:7]=1.[Br:1][C:2]1[CH:3]=[N:4][CH:5]=[C:6]([N:22]2[CH:26]=[CH:25][N:24]=[N:23]2)[CH:7]=1, predict the reactants needed to synthesize it. The reactants are: [Br:1][C:2]1[CH:3]=[N:4][CH:5]=[C:6]([Br:8])[CH:7]=1.C(=O)([O-])[O-].[Cs+].[Cs+].CN1CCCC1=O.[NH:22]1[CH:26]=[CH:25][N:24]=[N:23]1. (7) Given the product [Cl:1][C:2]1[CH:3]=[C:4]([C:20]2[CH:25]=[CH:24][CH:23]=[CH:22][C:21]=2[C:26]2[NH:44][C:55](=[O:57])[O:58][N:27]=2)[CH:5]=[CH:6][C:7]=1[CH2:8][C:9]1[C:14](=[O:15])[N:13]([C:35]2[CH:36]=[CH:37][C:31]3[O:30][C:29]([CH3:41])([CH3:28])[CH2:33][C:32]=3[CH:34]=2)[C:12]([CH3:16])=[N:11][C:10]=1[CH2:17][CH2:18][CH3:19], predict the reactants needed to synthesize it. The reactants are: [Cl:1][C:2]1[CH:3]=[C:4]([C:20]2[C:21]([C:26]#[N:27])=[CH:22][CH:23]=[CH:24][CH:25]=2)[CH:5]=[CH:6][C:7]=1[CH2:8][C:9]1[C:14](=[O:15])[NH:13][C:12]([CH3:16])=[N:11][C:10]=1[CH2:17][CH2:18][CH3:19].[CH3:28][C:29]1([CH3:41])[CH2:33][C:32]2[CH:34]=[C:35](B(O)O)[CH:36]=[CH:37][C:31]=2[O:30]1.C([N:44](CC)CC)C.N1C=CC=CC=1.[C:55]([O:58]CC)(=[O:57])C.